The task is: Predict the product of the given reaction.. This data is from Forward reaction prediction with 1.9M reactions from USPTO patents (1976-2016). (1) Given the reactants [Cl:1][C:2]1[CH:17]=[C:16]([O:18][CH2:19][CH:20]=[C:21]([Cl:23])[Cl:22])[CH:15]=[C:14]([Cl:24])[C:3]=1[O:4][CH2:5][CH2:6][CH2:7][CH2:8][C:9](OCC)=[O:10].[H-].C([Al+]CC(C)C)C(C)C.[Cl-].[NH4+].Cl, predict the reaction product. The product is: [Cl:1][C:2]1[CH:17]=[C:16]([O:18][CH2:19][CH:20]=[C:21]([Cl:23])[Cl:22])[CH:15]=[C:14]([Cl:24])[C:3]=1[O:4][CH2:5][CH2:6][CH2:7][CH2:8][CH:9]=[O:10]. (2) Given the reactants [Br:1][C:2]1[C:7]([CH3:8])=[CH:6][C:5]([NH2:9])=[C:4]([N+:10]([O-:12])=[O:11])[CH:3]=1.[C:13](O[C:13]([O:15][C:16]([CH3:19])([CH3:18])[CH3:17])=[O:14])([O:15][C:16]([CH3:19])([CH3:18])[CH3:17])=[O:14].[OH2:28], predict the reaction product. The product is: [Br:1][C:2]1[C:7]([CH3:8])=[CH:6][C:5]([N:9]([C:13]([O:15][C:16]([CH3:19])([CH3:18])[CH3:17])=[O:14])[C:13]([O:15][C:16]([CH3:19])([CH3:18])[CH3:17])=[O:28])=[C:4]([N+:10]([O-:12])=[O:11])[CH:3]=1. (3) Given the reactants [I:1][C:2]1[CH:3]=[C:4]2[C:9](=[CH:10][CH:11]=1)[C:8](=[O:12])[NH:7][C:6](=[O:13])[C:5]2=[CH:14]OC.[CH3:17][N:18]1[CH2:23][CH2:22][N:21]([C:24]2[N:29]=[CH:28][C:27]([NH2:30])=[CH:26][N:25]=2)[CH2:20][CH2:19]1, predict the reaction product. The product is: [I:1][C:2]1[CH:3]=[C:4]2[C:9](=[CH:10][CH:11]=1)[C:8](=[O:12])[NH:7][C:6](=[O:13])/[C:5]/2=[CH:14]\[NH:30][C:27]1[CH:26]=[N:25][C:24]([N:21]2[CH2:22][CH2:23][N:18]([CH3:17])[CH2:19][CH2:20]2)=[N:29][CH:28]=1. (4) Given the reactants [NH:1]1[CH2:4][CH:3]([CH2:5][CH2:6][OH:7])[CH2:2]1.F[C:9]1[CH:14]=[CH:13][CH:12]=[CH:11][N:10]=1.C(N(CC)CC)C.CO, predict the reaction product. The product is: [N:10]1[CH:11]=[CH:12][CH:13]=[CH:14][C:9]=1[N:1]1[CH2:4][CH:3]([CH2:5][CH2:6][OH:7])[CH2:2]1. (5) Given the reactants [CH:1]1([CH2:6][C@H:7]([NH:29][C:30]([C:32]2[O:33][C:34](Br)=[CH:35][CH:36]=2)=[O:31])[C:8](=[O:28])[NH:9][C@H:10]2[CH2:16][CH2:15][C@@H:14]([CH3:17])[N:13]([S:18]([C:21]3[CH:26]=[CH:25][CH:24]=[CH:23][N:22]=3)(=[O:20])=[O:19])[CH2:12][C:11]2=[O:27])[CH2:5][CH2:4][CH2:3][CH2:2]1.[F:38][C:39]1[CH:44]=[CH:43][C:42](B(O)O)=[CH:41][CH:40]=1.CC(OI1(OC(C)=O)(OC(C)=O)OC(=O)C2C=CC=CC1=2)=O, predict the reaction product. The product is: [CH:1]1([CH2:6][C@H:7]([NH:29][C:30]([C:32]2[O:33][C:34]([C:42]3[CH:43]=[CH:44][C:39]([F:38])=[CH:40][CH:41]=3)=[CH:35][CH:36]=2)=[O:31])[C:8](=[O:28])[NH:9][C@H:10]2[CH2:16][CH2:15][C@@H:14]([CH3:17])[N:13]([S:18]([C:21]3[CH:26]=[CH:25][CH:24]=[CH:23][N:22]=3)(=[O:20])=[O:19])[CH2:12][C:11]2=[O:27])[CH2:5][CH2:4][CH2:3][CH2:2]1. (6) Given the reactants Br[C:2]1[CH:7]=[C:6]([OH:8])[CH:5]=[CH:4][C:3]=1[CH2:9][C:10]([O:12][CH2:13][C:14]1[CH:19]=[CH:18][CH:17]=[CH:16][CH:15]=1)=[O:11].[C:20]1(B(O)O)[CH:25]=[CH:24][CH:23]=[CH:22][CH:21]=1.C(=O)([O-])[O-].[Na+].[Na+], predict the reaction product. The product is: [OH:8][C:6]1[CH:5]=[CH:4][C:3]([CH2:9][C:10]([O:12][CH2:13][C:14]2[CH:19]=[CH:18][CH:17]=[CH:16][CH:15]=2)=[O:11])=[C:2]([C:20]2[CH:25]=[CH:24][CH:23]=[CH:22][CH:21]=2)[CH:7]=1. (7) Given the reactants [C:1]([C:4]1[CH:5]=[CH:6][C:7]([C:15]2[CH:24]=[CH:23][CH:22]=[C:21]3[C:16]=2[CH2:17][CH2:18][N:19]([C:25]([O:27][C:28]([CH3:31])([CH3:30])[CH3:29])=[O:26])[CH2:20]3)=[C:8]2[C:12]=1[NH:11][C:10]([CH3:13])=[C:9]2[CH3:14])(=[O:3])[NH2:2].C([BH3-])#N.[Na+].C(O)(=O)C, predict the reaction product. The product is: [C:1]([C:4]1[CH:5]=[CH:6][C:7]([C:15]2[CH:24]=[CH:23][CH:22]=[C:21]3[C:16]=2[CH2:17][CH2:18][N:19]([C:25]([O:27][C:28]([CH3:30])([CH3:29])[CH3:31])=[O:26])[CH2:20]3)=[C:8]2[C:12]=1[NH:11][C@H:10]([CH3:13])[C@@H:9]2[CH3:14])(=[O:3])[NH2:2].[C:1]([C:4]1[CH:5]=[CH:6][C:7]([C:15]2[CH:24]=[CH:23][CH:22]=[C:21]3[C:16]=2[CH2:17][CH2:18][N:19]([C:25]([O:27][C:28]([CH3:30])([CH3:29])[CH3:31])=[O:26])[CH2:20]3)=[C:8]2[C:12]=1[NH:11][C@H:10]([CH3:13])[C@H:9]2[CH3:14])(=[O:3])[NH2:2]. (8) Given the reactants [NH2:1][CH:2]([C:5]1[CH:10]=[CH:9][CH:8]=[CH:7][C:6]=1[O:11][C:12]1[CH:17]=[CH:16][CH:15]=[CH:14][CH:13]=1)[C:3]#[N:4].[C:18]([O:24][CH2:25][CH3:26])(=[O:23])[CH2:19][C:20]([CH3:22])=O.C([O-])(O)=O.[Na+], predict the reaction product. The product is: [C:3]([CH:2]([NH:1]/[C:20](/[CH3:22])=[CH:19]/[C:18]([O:24][CH2:25][CH3:26])=[O:23])[C:5]1[CH:10]=[CH:9][CH:8]=[CH:7][C:6]=1[O:11][C:12]1[CH:17]=[CH:16][CH:15]=[CH:14][CH:13]=1)#[N:4].